From a dataset of Reaction yield outcomes from USPTO patents with 853,638 reactions. Predict the reaction yield, written as a fraction of the theoretical maximum amount of product (1.0 means a 100% yield; for example, 0.34 means a 34% yield). The reactants are [CH:1]([C:4]1[CH:5]=[C:6]2[C:11](=[CH:12][CH:13]=1)[N:10]=[CH:9][CH:8]=[CH:7]2)([CH3:3])[CH3:2].C1C=C(Cl)C=C(C(OO)=[O:22])C=1. The catalyst is C(Cl)(Cl)Cl. The product is [CH:1]([C:4]1[CH:5]=[C:6]2[C:11](=[CH:12][CH:13]=1)[N+:10]([O-:22])=[CH:9][CH:8]=[CH:7]2)([CH3:3])[CH3:2]. The yield is 0.940.